Dataset: Forward reaction prediction with 1.9M reactions from USPTO patents (1976-2016). Task: Predict the product of the given reaction. The product is: [Si:13]([O:30][CH2:31][CH2:32][O:33][CH2:34][C@H:35]([OH:40])[C:36]([NH:12][C:9]1[CH:8]=[CH:7][C:6]([F:5])=[CH:11][N:10]=1)=[O:37])([C:26]([CH3:29])([CH3:27])[CH3:28])([C:20]1[CH:25]=[CH:24][CH:23]=[CH:22][CH:21]=1)[C:14]1[CH:15]=[CH:16][CH:17]=[CH:18][CH:19]=1. Given the reactants C[Al](C)C.[F:5][C:6]1[CH:7]=[CH:8][C:9]([NH2:12])=[N:10][CH:11]=1.[Si:13]([O:30][CH2:31][CH2:32][O:33][CH2:34][C@H:35]([OH:40])[C:36](OC)=[O:37])([C:26]([CH3:29])([CH3:28])[CH3:27])([C:20]1[CH:25]=[CH:24][CH:23]=[CH:22][CH:21]=1)[C:14]1[CH:19]=[CH:18][CH:17]=[CH:16][CH:15]=1, predict the reaction product.